From a dataset of Forward reaction prediction with 1.9M reactions from USPTO patents (1976-2016). Predict the product of the given reaction. Given the reactants C[O:2][C:3]([C:5]1[N:6]=[C:7]([CH2:15][CH2:16][S:17][CH3:18])[C:8]2[C:13]([CH:14]=1)=[CH:12][CH:11]=[CH:10][CH:9]=2)=[O:4].[Li+].[OH-].C1COCC1, predict the reaction product. The product is: [CH3:18][S:17][CH2:16][CH2:15][C:7]1[C:8]2[C:13](=[CH:12][CH:11]=[CH:10][CH:9]=2)[CH:14]=[C:5]([C:3]([OH:4])=[O:2])[N:6]=1.